From a dataset of Catalyst prediction with 721,799 reactions and 888 catalyst types from USPTO. Predict which catalyst facilitates the given reaction. (1) Reactant: [NH2:1][CH2:2][C@H:3]1[O:8][C@@:7]2([C:16]3[C:11](=[CH:12][C:13]([Cl:26])=[C:14]([CH2:17][C:18]4[CH:23]=[CH:22][C:21]([CH2:24][CH3:25])=[CH:20][CH:19]=4)[CH:15]=3)[CH2:10][O:9]2)[C@H:6]([OH:27])[C@@H:5]([OH:28])[C@@H:4]1[OH:29].N1C=CC=CC=1.[C:36](OC(=O)C)(=[O:38])[CH3:37]. Product: [Cl:26][C:13]1[CH:12]=[C:11]2[C:16](=[CH:15][C:14]=1[CH2:17][C:18]1[CH:19]=[CH:20][C:21]([CH2:24][CH3:25])=[CH:22][CH:23]=1)[C@:7]1([C@H:6]([OH:27])[C@@H:5]([OH:28])[C@H:4]([OH:29])[C@@H:3]([CH2:2][NH:1][C:36](=[O:38])[CH3:37])[O:8]1)[O:9][CH2:10]2. The catalyst class is: 112. (2) Reactant: [NH2:1][C:2]1[CH:3]=[N:4][CH:5]=[CH:6][C:7]=1[NH2:8].[C:9](O)(=[O:13])[C:10](O)=[O:11]. Product: [NH:8]1[C:10](=[O:11])[C:9](=[O:13])[NH:1][C:2]2[CH:3]=[N:4][CH:5]=[CH:6][C:7]1=2. The catalyst class is: 33. (3) Reactant: [CH3:1][N:2]([CH3:6])[CH2:3][CH2:4][OH:5].[CH2:7]([Br:10])[CH2:8][CH3:9].C1(C)C=CC=CC=1. Product: [Br-:10].[OH:5][CH2:4][CH2:3][N+:2]([CH3:6])([CH3:1])[CH2:7][CH2:8][CH3:9]. The catalyst class is: 23. (4) Reactant: [CH2:1]([O:3][C:4](=[O:15])[CH:5]([C:9]1[CH:14]=[CH:13][CH:12]=[CH:11][CH:10]=1)[C:6]([OH:8])=[O:7])[CH3:2].C(Cl)(=O)C(Cl)=O.[Cl:22][C:23]1[N:28]=[CH:27][C:26]([CH2:29][NH:30][C:31]2[CH:36]=[CH:35][CH:34]=[CH:33][N:32]=2)=[CH:25][CH:24]=1.C(N(CC)CC)C. Product: [CH2:1]([O:3][C:4](=[O:15])[CH:5]([C:9]1[CH:14]=[CH:13][CH:12]=[CH:11][CH:10]=1)[C:6]([OH:8])=[O:7])[CH3:2].[CH2:1]([O:3][C:4](=[O:15])[CH:5]([C:9]1[CH:14]=[CH:13][CH:12]=[CH:11][CH:10]=1)[C:6]([N:30]([CH2:29][C:26]1[CH:27]=[N:28][C:23]([Cl:22])=[CH:24][CH:25]=1)[C:31]1[CH:36]=[CH:35][CH:34]=[CH:33][N:32]=1)=[O:8])[CH3:2]. The catalyst class is: 120. (5) Reactant: P(OC)(OC)OC.CN1CCCC1=O.F[C:16]([F:36])(F)/[C:17](=[N:24]\[C:25]1[CH:26]=[C:27]([CH:32]=[CH:33][N:34]=1)[C:28]([O:30][CH3:31])=[O:29])/[C:18]1[CH:23]=[CH:22][CH:21]=[CH:20][CH:19]=1. Product: [F:36][C:16]1[N:34]2[CH:33]=[CH:32][C:27]([C:28]([O:30][CH3:31])=[O:29])=[CH:26][C:25]2=[N:24][C:17]=1[C:18]1[CH:19]=[CH:20][CH:21]=[CH:22][CH:23]=1. The catalyst class is: 6.